From a dataset of Forward reaction prediction with 1.9M reactions from USPTO patents (1976-2016). Predict the product of the given reaction. (1) Given the reactants [C:1]([C:4]1[CH:5]=[C:6]([C:10]2[N:11]=[CH:12][N:13]([C:15]([N:17]([CH:19]3[CH2:24][CH2:23][N:22]([CH2:25][C:26]4[CH:31]=[C:30]([O:32][CH3:33])[CH:29]=[CH:28][C:27]=4[F:34])[CH2:21][CH2:20]3)[CH3:18])=[O:16])[CH:14]=2)[CH:7]=[CH:8][CH:9]=1)(=[O:3])[NH2:2].[ClH:35].C(OCC)C, predict the reaction product. The product is: [ClH:35].[C:1]([C:4]1[CH:5]=[C:6]([C:10]2[N:11]=[CH:12][N:13]([C:15]([N:17]([CH:19]3[CH2:20][CH2:21][N:22]([CH2:25][C:26]4[CH:31]=[C:30]([O:32][CH3:33])[CH:29]=[CH:28][C:27]=4[F:34])[CH2:23][CH2:24]3)[CH3:18])=[O:16])[CH:14]=2)[CH:7]=[CH:8][CH:9]=1)(=[O:3])[NH2:2]. (2) Given the reactants [N+:1]([C:4]1[CH:5]=[C:6]([C:10]2[C:14]([C:15]#[C:16][Si](C)(C)C)=[CH:13][NH:12][N:11]=2)[CH:7]=[CH:8][CH:9]=1)([O-:3])=[O:2].[F-].[K+], predict the reaction product. The product is: [C:15]([C:14]1[C:10]([C:6]2[CH:7]=[CH:8][CH:9]=[C:4]([N+:1]([O-:3])=[O:2])[CH:5]=2)=[N:11][NH:12][CH:13]=1)#[CH:16]. (3) Given the reactants FC(F)(F)C(O)=O.C(OC(=O)[NH:14][C:15]1[CH:27]=[CH:26][C:25]2[C:24]3[C:19](=[CH:20][C:21]([NH:28][CH2:29][CH2:30][CH3:31])=[CH:22][CH:23]=3)[CH2:18][C:17]=2[CH:16]=1)(C)(C)C, predict the reaction product. The product is: [CH2:29]([NH:28][C:21]1[CH:22]=[CH:23][C:24]2[C:25]3[C:17](=[CH:16][C:15]([NH2:14])=[CH:27][CH:26]=3)[CH2:18][C:19]=2[CH:20]=1)[CH2:30][CH3:31]. (4) Given the reactants [N:1]1[NH:2][N:3]=[CH:4][CH:5]=1.C(=O)([O-])[O-].[Cs+].[Cs+].CN[C@@H]1CCCC[C@H]1NC.Br[C:23]1[C:31]([F:32])=[CH:30][CH:29]=[C:28]([F:33])[C:24]=1[C:25]([OH:27])=[O:26], predict the reaction product. The product is: [F:32][C:31]1[C:23]([N:2]2[N:3]=[CH:4][CH:5]=[N:1]2)=[C:24]([C:28]([F:33])=[CH:29][CH:30]=1)[C:25]([OH:27])=[O:26]. (5) Given the reactants C[O:2][C:3](=O)[C:4]1[CH:9]=[CH:8][CH:7]=[C:6]([S:10][C:11]2[C:19]3[C:14](=[CH:15][C:16]([Cl:20])=[CH:17][CH:18]=3)[N:13]([CH2:21][C:22]3[CH:27]=[CH:26][CH:25]=[CH:24][CH:23]=3)[C:12]=2[CH3:28])[CH:5]=1.[H-].C([Al+]CC(C)C)C(C)C, predict the reaction product. The product is: [CH2:21]([N:13]1[C:14]2[C:19](=[CH:18][CH:17]=[C:16]([Cl:20])[CH:15]=2)[C:11]([S:10][C:6]2[CH:5]=[C:4]([CH2:3][OH:2])[CH:9]=[CH:8][CH:7]=2)=[C:12]1[CH3:28])[C:22]1[CH:27]=[CH:26][CH:25]=[CH:24][CH:23]=1. (6) Given the reactants Br[C:2]1[N:7]=[C:6]([NH:8][CH2:9][CH:10]2[CH2:15][O:14][CH2:13][C:12]([CH3:17])([CH3:16])[O:11]2)[CH:5]=[CH:4][CH:3]=1.[Cl:18][C:19]1[C:20](B(O)O)=[CH:21][C:22]([F:25])=[N:23][CH:24]=1.C(=O)([O-])[O-].[Na+].[Na+], predict the reaction product. The product is: [Cl:18][C:19]1[C:20]([C:2]2[CH:3]=[CH:4][CH:5]=[C:6]([NH:8][CH2:9][CH:10]3[CH2:15][O:14][CH2:13][C:12]([CH3:17])([CH3:16])[O:11]3)[N:7]=2)=[CH:21][C:22]([F:25])=[N:23][CH:24]=1. (7) Given the reactants [CH2:1]([NH:8][C:9]([CH:11]1[CH2:20][CH:19]([O:21][Si:22]([C:25]([CH3:28])([CH3:27])[CH3:26])([CH3:24])[CH3:23])[C:18]2[C:13](=[CH:14][CH:15]=[CH:16][CH:17]=2)[O:12]1)=O)[C:2]1[CH:7]=[CH:6][CH:5]=[CH:4][CH:3]=1.[H-].[H-].COCCO[Al+]OCCOC.[Na+].[OH-].[Na+], predict the reaction product. The product is: [CH2:1]([NH:8][CH2:9][CH:11]1[CH2:20][CH:19]([O:21][Si:22]([C:25]([CH3:28])([CH3:27])[CH3:26])([CH3:23])[CH3:24])[C:18]2[C:13](=[CH:14][CH:15]=[CH:16][CH:17]=2)[O:12]1)[C:2]1[CH:3]=[CH:4][CH:5]=[CH:6][CH:7]=1. (8) Given the reactants [CH:1]1([CH2:6][C@@H:7]([C:20]([NH:22][NH:23][C:24]2[C:29]([F:30])=[C:28]([N:31]3[CH2:36][CH2:35][N:34]([CH2:37][CH3:38])[CH2:33][CH2:32]3)[N:27]=[C:26]([O:39][CH3:40])[N:25]=2)=[O:21])[CH2:8][N:9]([O:12]CC2C=CC=CC=2)[CH:10]=[O:11])[CH2:5][CH2:4][CH2:3][CH2:2]1, predict the reaction product. The product is: [CH:1]1([CH2:6][C@@H:7]([C:20]([NH:22][NH:23][C:24]2[C:29]([F:30])=[C:28]([N:31]3[CH2:32][CH2:33][N:34]([CH2:37][CH3:38])[CH2:35][CH2:36]3)[N:27]=[C:26]([O:39][CH3:40])[N:25]=2)=[O:21])[CH2:8][N:9]([OH:12])[CH:10]=[O:11])[CH2:5][CH2:4][CH2:3][CH2:2]1. (9) Given the reactants Cl[C:2]1[N:11]=[CH:10][C:9]2[N:8]([CH2:12][CH:13]3[CH2:15][CH2:14]3)[C:7](=[O:16])[C:6]3([CH3:21])[CH2:17][O:18][CH2:19][CH2:20][N:5]3[C:4]=2[N:3]=1.[CH3:22][NH:23][C:24]([NH:26][C:27]1[CH:32]=[CH:31][C:30](B2OC(C)(C)C(C)(C)O2)=[CH:29][CH:28]=1)=[O:25].C([O-])(O)=O.[Na+].O.C(#N)C, predict the reaction product. The product is: [CH:13]1([CH2:12][N:8]2[C:7](=[O:16])[C:6]3([CH3:21])[CH2:17][O:18][CH2:19][CH2:20][N:5]3[C:4]3[N:3]=[C:2]([C:30]4[CH:29]=[CH:28][C:27]([NH:26][C:24]([NH:23][CH3:22])=[O:25])=[CH:32][CH:31]=4)[N:11]=[CH:10][C:9]2=3)[CH2:15][CH2:14]1.